This data is from Catalyst prediction with 721,799 reactions and 888 catalyst types from USPTO. The task is: Predict which catalyst facilitates the given reaction. (1) Reactant: [CH2:1]([O:8][C:9]([NH:11][C@@H:12]([CH2:16][CH2:17][CH2:18][CH2:19][CH2:20][C:21]([OH:23])=[O:22])[C:13]([OH:15])=[O:14])=[O:10])[C:2]1[CH:7]=[CH:6][CH:5]=[CH:4][CH:3]=1.C=O.O.[C:27]1(C)C=CC(S(O)(=O)=O)=CC=1. Product: [CH2:1]([O:8][C:9]([N:11]1[C@@H:12]([CH2:16][CH2:17][CH2:18][CH2:19][CH2:20][C:21]([OH:23])=[O:22])[C:13](=[O:15])[O:14][CH2:27]1)=[O:10])[C:2]1[CH:3]=[CH:4][CH:5]=[CH:6][CH:7]=1. The catalyst class is: 11. (2) Reactant: [F:1][C:2]1[CH:26]=[CH:25][CH:24]=[CH:23][C:3]=1[O:4][C:5]1[C:13]2[C:8](=[CH:9][CH:10]=[CH:11][CH:12]=2)[N:7]([C:14]2[N:19]=[C:18]([NH2:20])[C:17]([NH2:21])=[C:16]([NH2:22])[N:15]=2)[N:6]=1.N1C=CC=CC=1.Cl[C:34]([O:36][CH:37]([CH3:39])[CH3:38])=[O:35]. Product: [CH3:38][CH:37]([O:36][C:34](=[O:35])[NH:21][C:17]1[C:16]([NH2:22])=[N:15][C:14]([N:7]2[C:8]3[C:13](=[CH:12][CH:11]=[CH:10][CH:9]=3)[C:5]([O:4][C:3]3[CH:23]=[CH:24][CH:25]=[CH:26][C:2]=3[F:1])=[N:6]2)=[N:19][C:18]=1[NH2:20])[CH3:39]. The catalyst class is: 4. (3) Product: [CH2:13]([N:20]1[C:2]2[N:3]=[C:4]([NH2:12])[N:5]=[C:6]([CH3:11])[C:7]=2[CH2:8][CH2:9]1)[C:14]1[CH:19]=[CH:18][CH:17]=[CH:16][CH:15]=1. Reactant: Cl[C:2]1[C:7]([CH2:8][CH2:9]Cl)=[C:6]([CH3:11])[N:5]=[C:4]([NH2:12])[N:3]=1.[CH2:13]([NH2:20])[C:14]1[CH:19]=[CH:18][CH:17]=[CH:16][CH:15]=1.C(N(CC)CC)C. The catalyst class is: 51.